From a dataset of Full USPTO retrosynthesis dataset with 1.9M reactions from patents (1976-2016). Predict the reactants needed to synthesize the given product. The reactants are: CC(O)=O.C(N(CC(O)=O)CC(O)=O)CN(CC(O)=O)CC(O)=O.C(O)C(N)(CO)CO.[OH:33][P:34](=[O:61])([O:44]C[C@H]1O[C@@H](N2C=C(C)C(=O)NC2=O)C[C@@H]1O)[O:35][P:36](=[O:43])([O:38][P:39](=[O:42])([OH:41])[OH:40])[OH:37].P(O[CH2:75][C@H:76]1[O:80][C@@H:79]([N:81]2[C:91]3[N:90]=[C:88]([NH2:89])[NH:87][C:85](=O)[C:84]=3[N:83]=[CH:82]2)[CH2:78][C@@H:77]1[OH:92])(OP(OP(O)(O)=O)(O)=O)(=O)O.P(OC[C@H]1O[C@@H](N2C=CC(N)=NC2=O)C[C@@H]1O)(OP(OP(O)(O)=O)(O)=O)(=O)O. Given the product [CH:88]1[N:90]=[C:91]2[N:81]([C@@H:79]3[O:80][C@H:76]([CH2:75][O:42][P:39]([O:38][P:36]([O:35][P:34]([OH:61])([OH:44])=[O:33])([OH:43])=[O:37])([OH:41])=[O:40])[C@@H:77]([OH:92])[CH2:78]3)[CH:82]=[N:83][C:84]2=[C:85]([NH2:87])[N:89]=1, predict the reactants needed to synthesize it.